From a dataset of Full USPTO retrosynthesis dataset with 1.9M reactions from patents (1976-2016). Predict the reactants needed to synthesize the given product. (1) Given the product [Cl:15][C:16]1[CH:17]=[C:18]([NH:23][C:24]2[S:25][CH:2]=[C:3]([C:5]3[CH:10]=[CH:9][C:8]([S:11]([CH3:14])(=[O:13])=[O:12])=[CH:7][CH:6]=3)[N:26]=2)[CH:19]=[CH:20][C:21]=1[Cl:22], predict the reactants needed to synthesize it. The reactants are: Br[CH2:2][C:3]([C:5]1[CH:10]=[CH:9][C:8]([S:11]([CH3:14])(=[O:13])=[O:12])=[CH:7][CH:6]=1)=O.[Cl:15][C:16]1[CH:17]=[C:18]([NH:23][C:24]([NH2:26])=[S:25])[CH:19]=[CH:20][C:21]=1[Cl:22]. (2) Given the product [C:1]([C:3]1[C:4](=[O:24])[N:5]([C:10]2[CH:15]=[CH:14][C:13]([C:16]3([C:20]([O:22][CH3:23])=[O:21])[CH2:17][CH2:18][CH2:19]3)=[CH:12][CH:11]=2)[CH2:6][CH2:7][C:8]=1[O:9][CH3:25])#[N:2], predict the reactants needed to synthesize it. The reactants are: [C:1]([C:3]1[C:4](=[O:24])[N:5]([C:10]2[CH:15]=[CH:14][C:13]([C:16]3([C:20]([O:22][CH3:23])=[O:21])[CH2:19][CH2:18][CH2:17]3)=[CH:12][CH:11]=2)[CH2:6][CH2:7][C:8]=1[OH:9])#[N:2].[C:25](Cl)(=O)C(Cl)=O. (3) Given the product [CH2:1]([O:8][N:9]1[C:15](=[O:16])[N:14]2[CH2:17][C@H:10]1[CH2:11][CH2:12][C@H:13]2[C:18]([NH2:23])=[O:20])[C:2]1[CH:3]=[CH:4][CH:5]=[CH:6][CH:7]=1, predict the reactants needed to synthesize it. The reactants are: [CH2:1]([O:8][N:9]1[C:15](=[O:16])[N:14]2[CH2:17][C@H:10]1[CH2:11][CH2:12][C@H:13]2[C:18]([OH:20])=O)[C:2]1[CH:7]=[CH:6][CH:5]=[CH:4][CH:3]=1.C([N:23](CC)CC)C.ClC(OCC(C)C)=O.N.